Task: Predict the product of the given reaction.. Dataset: Forward reaction prediction with 1.9M reactions from USPTO patents (1976-2016) Given the reactants C[O:2][C:3](=[O:32])[C:4]1[CH:9]=[CH:8][CH:7]=[C:6]([N:10]2[C:14]3[N:15]=[C:16]([NH:19][C:20]4[CH:25]=[C:24]([O:26][CH3:27])[C:23]([O:28][CH3:29])=[C:22]([O:30][CH3:31])[CH:21]=4)[N:17]=[CH:18][C:13]=3[CH:12]=[CH:11]2)[CH:5]=1, predict the reaction product. The product is: [CH3:27][O:26][C:24]1[CH:25]=[C:20]([NH:19][C:16]2[N:17]=[CH:18][C:13]3[CH:12]=[CH:11][N:10]([C:6]4[CH:5]=[C:4]([CH:9]=[CH:8][CH:7]=4)[C:3]([OH:32])=[O:2])[C:14]=3[N:15]=2)[CH:21]=[C:22]([O:30][CH3:31])[C:23]=1[O:28][CH3:29].